This data is from Peptide-MHC class I binding affinity with 185,985 pairs from IEDB/IMGT. The task is: Regression. Given a peptide amino acid sequence and an MHC pseudo amino acid sequence, predict their binding affinity value. This is MHC class I binding data. (1) The peptide sequence is MGMEQTMSV. The MHC is HLA-A02:01 with pseudo-sequence HLA-A02:01. The binding affinity (normalized) is 0.0847. (2) The binding affinity (normalized) is 0.644. The MHC is HLA-B15:03 with pseudo-sequence HLA-B15:03. The peptide sequence is FPFKYAAAF. (3) The peptide sequence is IVLLCYGGW. The MHC is HLA-A03:01 with pseudo-sequence HLA-A03:01. The binding affinity (normalized) is 0.0847. (4) The peptide sequence is LSDNLSLVY. The MHC is HLA-A01:01 with pseudo-sequence HLA-A01:01. The binding affinity (normalized) is 1.00. (5) The peptide sequence is SKGWHDWQQV. The MHC is HLA-A32:01 with pseudo-sequence HLA-A32:01. The binding affinity (normalized) is 0.330. (6) The peptide sequence is TLLCGAATA. The MHC is HLA-A02:50 with pseudo-sequence HLA-A02:50. The binding affinity (normalized) is 0.770.